Predict which catalyst facilitates the given reaction. From a dataset of Catalyst prediction with 721,799 reactions and 888 catalyst types from USPTO. Reactant: [Cl:1][C:2]1[CH:9]=[C:8]([O:10][C:11]2[CH:16]=[CH:15][C:14]([CH3:17])=[C:13]([Cl:18])[CH:12]=2)[CH:7]=[CH:6][C:3]=1[C:4]#[N:5].[Br:19]N1C(=O)CCC1=O.C(OOC(=O)C1C=CC=CC=1)(=O)C1C=CC=CC=1. Product: [Br:19][CH2:17][C:14]1[CH:15]=[CH:16][C:11]([O:10][C:8]2[CH:7]=[CH:6][C:3]([C:4]#[N:5])=[C:2]([Cl:1])[CH:9]=2)=[CH:12][C:13]=1[Cl:18]. The catalyst class is: 53.